Dataset: Reaction yield outcomes from USPTO patents with 853,638 reactions. Task: Predict the reaction yield, written as a fraction of the theoretical maximum amount of product (1.0 means a 100% yield; for example, 0.34 means a 34% yield). (1) The yield is 0.840. The reactants are [CH3:1][S:2](Cl)(=[O:4])=[O:3].[NH:6]1[CH2:16][CH2:15][CH2:14][CH2:13][CH:7]1[C:8]([O:10][CH2:11][CH3:12])=[O:9].C(N(CC)CC)C. The product is [CH3:1][S:2]([N:6]1[CH2:16][CH2:15][CH2:14][CH2:13][CH:7]1[C:8]([O:10][CH2:11][CH3:12])=[O:9])(=[O:4])=[O:3]. The catalyst is C(Cl)Cl.C(OCC)(=O)C. (2) The reactants are [OH:1][CH:2]([C:6]1[CH:11]=[CH:10][C:9]([C:12]2[N:16]=[C:15]([C:17]3[O:21][N:20]=[C:19]([C:22]4[CH:27]=[CH:26][CH:25]=[CH:24][CH:23]=4)[C:18]=3[C:28]([F:31])([F:30])[F:29])[O:14][N:13]=2)=[CH:8][CH:7]=1)[C:3](O)=[O:4].Cl.CN(C1NC=NN=1)C.CN1CCOCC1.CN(C(O[N:56]1[N:64]=[N:63][C:58]2C=[CH:60][CH:61]=[N:62][C:57]1=2)=[N+](C)C)C.F[P-](F)(F)(F)(F)F. The catalyst is CN(C=O)C. The product is [OH:1][CH:2]([C:6]1[CH:7]=[CH:8][C:9]([C:12]2[N:16]=[C:15]([C:17]3[O:21][N:20]=[C:19]([C:22]4[CH:27]=[CH:26][CH:25]=[CH:24][CH:23]=4)[C:18]=3[C:28]([F:31])([F:30])[F:29])[O:14][N:13]=2)=[CH:10][CH:11]=1)[C:3]([NH:63][CH2:58][C:57]1[NH:62][C:61]([CH3:60])=[N:64][N:56]=1)=[O:4]. The yield is 0.512. (3) The reactants are [C:1]1([C:7](=O)[CH2:8][CH:9]([C:12]#[N:13])[C:10]#[N:11])[CH:6]=[CH:5][CH:4]=[CH:3][CH:2]=1.C(N(CC)CC)C.CO.[CH:24]1[C:33]2[C:28](=[CH:29][CH:30]=[CH:31][CH:32]=2)[CH:27]=[CH:26][C:25]=1[SH:34]. The catalyst is O. The product is [CH:24]1[C:33]2[C:28](=[CH:29][CH:30]=[CH:31][CH:32]=2)[CH:27]=[CH:26][C:25]=1[S:34][C:10]1[NH:11][C:7]([C:1]2[CH:6]=[CH:5][CH:4]=[CH:3][CH:2]=2)=[CH:8][C:9]=1[C:12]#[N:13]. The yield is 0.350. (4) The reactants are [CH2:1]([N:3]1[C:7]([C:8]2[O:9][CH:10]=[CH:11][CH:12]=2)=[N:6][N:5]=[C:4]1[S:13][CH2:14][C:15]1[N:19]=[C:18]([C:20]2[CH:21]=[C:22]([CH:25]=[CH:26][C:27]=2F)[C:23]#[N:24])[O:17][N:16]=1)[CH3:2].[H-].[Na+].CN(C=[O:35])C. No catalyst specified. The product is [CH2:1]([N:3]1[C:7]([C:8]2[O:9][CH:10]=[CH:11][CH:12]=2)=[N:6][N:5]=[C:4]1[S:13][CH2:14][C:15]1[N:19]=[C:18]([C:20]2[CH:21]=[C:22]([CH:25]=[CH:26][C:27]=2[OH:35])[C:23]#[N:24])[O:17][N:16]=1)[CH3:2]. The yield is 0.410. (5) The reactants are [H-].[Na+].[NH:3]1[C:11]2[C:6](=[CH:7][C:8]([O:12][C:13]3[N:18]=[CH:17][N:16]=[C:15]([CH2:19][N:20]([CH3:28])[C:21](=[O:27])[O:22][C:23]([CH3:26])([CH3:25])[CH3:24])[CH:14]=3)=[CH:9][CH:10]=2)[CH:5]=[CH:4]1.[CH3:29][N:30]1[C:34]([C:35]([F:38])([F:37])[F:36])=[CH:33][C:32]([NH:39][C:40](=O)[O:41]C2C=CC=CC=2)=[N:31]1.[Cl-].[NH4+]. The catalyst is C1COCC1.C(OCC)(=O)C. The product is [CH3:28][N:20]([CH2:19][C:15]1[CH:14]=[C:13]([O:12][C:8]2[CH:7]=[C:6]3[C:11](=[CH:10][CH:9]=2)[N:3]([C:40](=[O:41])[NH:39][C:32]2[CH:33]=[C:34]([C:35]([F:38])([F:36])[F:37])[N:30]([CH3:29])[N:31]=2)[CH:4]=[CH:5]3)[N:18]=[CH:17][N:16]=1)[C:21](=[O:27])[O:22][C:23]([CH3:24])([CH3:25])[CH3:26]. The yield is 0.750. (6) The reactants are C(OC([N:8]1[CH2:13][CH2:12][N:11]([C:14]2[C:15]3[C:22]([CH3:23])=[CH:21][N:20]([S:24]([C:27]4[CH:32]=[CH:31][CH:30]=[CH:29][CH:28]=4)(=[O:26])=[O:25])[C:16]=3[N:17]=[CH:18][N:19]=2)[CH2:10][CH2:9]1)=O)(C)(C)C.[ClH:33]. The catalyst is C(Cl)Cl. The product is [ClH:33].[ClH:33].[C:27]1([S:24]([N:20]2[C:16]3[N:17]=[CH:18][N:19]=[C:14]([N:11]4[CH2:12][CH2:13][NH:8][CH2:9][CH2:10]4)[C:15]=3[C:22]([CH3:23])=[CH:21]2)(=[O:25])=[O:26])[CH:32]=[CH:31][CH:30]=[CH:29][CH:28]=1. The yield is 1.00. (7) The reactants are [O:1]1[CH:5]=[CH:4][CH2:3][CH:2]1[C:6]1[CH:7]=[C:8]([CH:11]=[CH:12][CH:13]=1)[CH:9]=[O:10].N1C(C)=CC=CC=1C.[H][H]. The catalyst is [Pd].C1COCC1. The product is [O:1]1[CH2:5][CH2:4][CH2:3][CH:2]1[C:6]1[CH:7]=[C:8]([CH2:9][OH:10])[CH:11]=[CH:12][CH:13]=1. The yield is 0.700. (8) The reactants are [Br:1][C:2]1[CH:3]=[C:4]([C:8](=O)[CH2:9][C:10]2[CH:15]=[CH:14][CH:13]=[C:12]([CH3:16])[N:11]=2)[CH:5]=[CH:6][CH:7]=1.Cl.N(O[C:22]([CH3:25])([CH3:24])[CH3:23])=O.[OH-].[Na+].C([O-])(=O)C.[NH4+:32].O.[NH3:34]. The catalyst is O1CCCC1.[Cl-].[Cl-].[Cl-].[Ti+3]. The product is [Br:1][C:2]1[CH:3]=[C:4]([C:8]2[N:32]=[C:23]([CH:22]([CH3:25])[CH3:24])[NH:34][C:9]=2[C:10]2[CH:15]=[CH:14][CH:13]=[C:12]([CH3:16])[N:11]=2)[CH:5]=[CH:6][CH:7]=1. The yield is 0.780. (9) The reactants are [O:1]([C:8]1[CH:16]=[CH:15][C:11]([CH2:12][CH2:13][NH2:14])=[CH:10][CH:9]=1)[C:2]1[CH:7]=[CH:6][CH:5]=[CH:4][CH:3]=1.Cl[S:18]([C:21]1[C:22]([O:31][CH3:32])=[CH:23][C:24]([CH3:30])=[C:25]([CH:29]=1)[C:26]([OH:28])=[O:27])(=[O:20])=[O:19].N1C=CC=CC=1. The catalyst is O1CCCC1.CN(C)C=O.C(OCC)(=O)C. The product is [CH3:32][O:31][C:22]1[C:21]([S:18](=[O:20])(=[O:19])[NH:14][CH2:13][CH2:12][C:11]2[CH:10]=[CH:9][C:8]([O:1][C:2]3[CH:3]=[CH:4][CH:5]=[CH:6][CH:7]=3)=[CH:16][CH:15]=2)=[CH:29][C:25]([C:26]([OH:28])=[O:27])=[C:24]([CH3:30])[CH:23]=1. The yield is 0.170. (10) The reactants are [Br:1][C:2]1[CH:7]=[CH:6][C:5]([CH:8]([CH3:12])[CH2:9][CH2:10][OH:11])=[CH:4][CH:3]=1.[H-].[Na+].I[CH3:16]. The catalyst is O1CCCC1. The product is [Br:1][C:2]1[CH:3]=[CH:4][C:5]([CH:8]([CH2:9][CH2:10][O:11][CH3:16])[CH3:12])=[CH:6][CH:7]=1. The yield is 0.640.